Dataset: Forward reaction prediction with 1.9M reactions from USPTO patents (1976-2016). Task: Predict the product of the given reaction. (1) Given the reactants CN(C(ON1N=NC2C=CC=NC1=2)=[N+](C)C)C.F[P-](F)(F)(F)(F)F.[NH2:25][C:26]1[C:27]([C:36]([OH:38])=O)=[CH:28][C:29]2[C:34]([CH:35]=1)=[CH:33][CH:32]=[CH:31][CH:30]=2.Cl.[NH:40]1[CH2:45][CH2:44][CH2:43][CH2:42][C@H:41]1[C:46]([O:48][CH3:49])=[O:47].C(N(C(C)C)CC)(C)C, predict the reaction product. The product is: [NH2:25][C:26]1[C:27]([C:36]([N:40]2[CH2:45][CH2:44][CH2:43][CH2:42][C@H:41]2[C:46]([O:48][CH3:49])=[O:47])=[O:38])=[CH:28][C:29]2[C:34]([CH:35]=1)=[CH:33][CH:32]=[CH:31][CH:30]=2. (2) The product is: [C:16]([O:15][C@H:9]1[C@H:10]([O:11][C:12](=[O:14])[CH3:13])[C@@H:5]([O:4][C:1](=[O:3])[CH3:2])[C@H:6]([C:26]2[CH:31]=[CH:30][C:29]([Cl:32])=[C:28]([CH2:33][C:34]3[CH:35]=[CH:36][C:37]([OH:40])=[CH:38][CH:39]=3)[CH:27]=2)[O:7][C@@H:8]1[CH2:19][O:20][C:21](=[O:23])[CH3:22])(=[O:18])[CH3:17]. Given the reactants [C:1]([O:4][C@@H:5]1[C@@H:10]([O:11][C:12](=[O:14])[CH3:13])[C@H:9]([O:15][C:16](=[O:18])[CH3:17])[C@@H:8]([CH2:19][O:20][C:21](=[O:23])[CH3:22])[O:7][C@:6]1([C:26]1[CH:31]=[CH:30][C:29]([Cl:32])=[C:28]([CH2:33][C:34]2[CH:39]=[CH:38][C:37]([O:40][Si](C(C)(C)C)(C)C)=[CH:36][CH:35]=2)[CH:27]=1)OC)(=[O:3])[CH3:2].O.C([SiH](CC)CC)C.C(OC(=O)C)C, predict the reaction product. (3) Given the reactants [F:1][C:2]1[CH:3]=[CH:4][C:5]([NH:8][CH2:9][C@@H:10]2[CH2:15][CH2:14][C@H:13]([CH3:16])[CH2:12][N:11]2C(OC(C)(C)C)=O)=[N:6][CH:7]=1.C(O)(C(F)(F)F)=O, predict the reaction product. The product is: [F:1][C:2]1[CH:3]=[CH:4][C:5]([NH:8][CH2:9][C@@H:10]2[CH2:15][CH2:14][C@H:13]([CH3:16])[CH2:12][NH:11]2)=[N:6][CH:7]=1. (4) Given the reactants [F:1][C:2]1[CH:7]=[CH:6][C:5]([N:8]2[C:16]3[CH:15]=[C:14]4[CH2:17][CH2:18][C@H:19]5[C:24]([C@@:13]4([CH3:29])[CH2:12][C:11]=3[CH:10]=[N:9]2)=[CH:23][CH2:22][CH2:21][C@H:20]5[C:25]([O:27]C)=[O:26])=[CH:4][CH:3]=1.FC1C=CC(N2C3C=C4CC[C@H]5C([C@@]4(C)CC=3C=N2)=CCC[C@@H]5C(OC)=O)=CC=1.[Li+].[OH-], predict the reaction product. The product is: [F:1][C:2]1[CH:7]=[CH:6][C:5]([N:8]2[C:16]3[CH:15]=[C:14]4[CH2:17][CH2:18][C@H:19]5[C:24]([C@@:13]4([CH3:29])[CH2:12][C:11]=3[CH:10]=[N:9]2)=[CH:23][CH2:22][CH2:21][CH:20]5[C:25]([OH:27])=[O:26])=[CH:4][CH:3]=1. (5) Given the reactants [CH3:1][CH:2]([O:4][C:5]1[CH:11]=[CH:10][C:8]([NH2:9])=[CH:7][CH:6]=1)[CH3:3].[N:12]([O-])=O.[Na+].[Cl:16][Sn]Cl.O, predict the reaction product. The product is: [ClH:16].[CH:2]([O:4][C:5]1[CH:11]=[CH:10][C:8]([NH:9][NH2:12])=[CH:7][CH:6]=1)([CH3:1])[CH3:3]. (6) Given the reactants [NH2:1][CH:2]([CH2:5][OH:6])[CH2:3][OH:4].[CH3:7][O-:8].[Na+].CO[C:12]([C:14]1[CH:19]=[C:18]([NH2:20])[CH:17]=[C:16]([C:21]([O:23]C)=O)[CH:15]=1)=[O:13], predict the reaction product. The product is: [NH2:20][C:18]1[CH:19]=[C:14]([C:12]([NH:1][CH:2]([CH2:3][OH:4])[CH2:7][OH:8])=[O:13])[CH:15]=[C:16]([C:21]([NH:1][CH:2]([CH2:5][OH:6])[CH2:3][OH:4])=[O:23])[CH:17]=1. (7) Given the reactants [CH2:1]([N:8]1[CH:13]([CH:14]([OH:16])[CH3:15])[CH2:12][O:11][C:10]([CH3:18])([CH3:17])[C:9]1=O)[C:2]1[CH:7]=[CH:6][CH:5]=[CH:4][CH:3]=1, predict the reaction product. The product is: [CH2:1]([N:8]1[CH2:9][C:10]([CH3:17])([CH3:18])[O:11][CH2:12][CH:13]1[CH:14]([OH:16])[CH3:15])[C:2]1[CH:3]=[CH:4][CH:5]=[CH:6][CH:7]=1. (8) Given the reactants [CH3:1][C:2]([CH3:31])([CH3:30])[C:3]#[C:4][C:5]1[CH:18]=[CH:17][C:16]2[O:15][C:14]3[C:9](=[CH:10][C:11]([C:19]4[CH:20]=[N:21][CH:22]=[N:23][CH:24]=4)=[CH:12][CH:13]=3)[C:8]3([CH2:28][O:27][C:26]([NH2:29])=[N:25]3)[C:7]=2[CH:6]=1.C(=O)=O, predict the reaction product. The product is: [CH3:1][C:2]([CH3:31])([CH3:30])[C:3]#[C:4][C:5]1[CH:18]=[CH:17][C:16]2[O:15][C:14]3[C:9](=[CH:10][C:11]([C:19]4[CH:20]=[N:21][CH:22]=[N:23][CH:24]=4)=[CH:12][CH:13]=3)[C@:8]3([CH2:28][O:27][C:26]([NH2:29])=[N:25]3)[C:7]=2[CH:6]=1.